Dataset: Forward reaction prediction with 1.9M reactions from USPTO patents (1976-2016). Task: Predict the product of the given reaction. (1) Given the reactants BrC1[C:8](=[O:9])[CH:7]=[C:6](C2C=CC(OC)=C(NC(=O)OC(C)(C)C)C=2)[C:5]2[CH:26]=[C:27](OC)[C:28](OC)=[C:29](OC)[C:4]=2[O:3]1.[N-]=[N+]=[N-].[Na+], predict the reaction product. The product is: [O:3]1[C:4]2[C:5](=[CH:26][CH:27]=[CH:28][CH:29]=2)[CH:6]=[CH:7][C:8]1=[O:9]. (2) Given the reactants C(OC([N:8](C(OC(C)(C)C)=O)[C:9]1[CH:14]=C(C=O)[N:12]=[C:11]([C:17]([O:19][CH3:20])=[O:18])[C:10]=1[O:21][CH3:22])=O)(C)(C)C.COCCN(S(F)(F)F)CCOC.[C:43](O)([C:45]([F:48])(F)[F:46])=O.C([O-])(O)=O.[Na+], predict the reaction product. The product is: [NH2:8][C:9]1[CH:14]=[C:43]([CH:45]([F:48])[F:46])[N:12]=[C:11]([C:17]([O:19][CH3:20])=[O:18])[C:10]=1[O:21][CH3:22]. (3) Given the reactants [Br:1][C:2]1[CH:7]=[C:6]([O:8][CH2:9][CH2:10][Cl:11])[C:5]([N+:12]([O-])=O)=[CH:4][C:3]=1[C:15]([F:18])([F:17])[F:16], predict the reaction product. The product is: [Br:1][C:2]1[C:3]([C:15]([F:18])([F:17])[F:16])=[CH:4][C:5]([NH2:12])=[C:6]([O:8][CH2:9][CH2:10][Cl:11])[CH:7]=1. (4) Given the reactants [OH:1][C:2]1[CH:7]=[CH:6][CH:5]=[CH:4][C:3]=1[C:8]1[N:12]=[C:11]([C:13]2[CH:18]=[CH:17][CH:16]=[CH:15][C:14]=2[OH:19])[N:10]([C:20]2[CH:28]=[CH:27][C:23]([C:24]([OH:26])=[O:25])=[CH:22][CH:21]=2)[N:9]=1.[CH2:29]([N:31]([CH2:34][CH3:35])[CH2:32][CH3:33])[CH3:30], predict the reaction product. The product is: [CH:5]1[CH:6]=[CH:7][C:2]([OH:1])=[C:3]([C:8]2[N:12]=[C:11]([C:13]3[CH:18]=[CH:17][CH:16]=[CH:15][C:14]=3[OH:19])[N:10]([C:20]3[CH:28]=[CH:27][C:23]([C:24]([OH:26])=[O:25])=[CH:22][CH:21]=3)[N:9]=2)[CH:4]=1.[CH2:29]([N:31]([CH2:34][CH3:35])[CH2:32][CH3:33])[CH3:30]. (5) Given the reactants [Cl:1][C:2]1[CH:3]=[CH:4][C:5]([F:30])=[C:6]([NH:8][C:9]2[CH:14]=[C:13]([NH:15][CH:16]3[CH2:18][CH2:17]3)[N:12]3[N:19]=[CH:20][C:21](/[CH:22]=[C:23]4/[C:24](=[O:29])[NH:25][C:26](=[O:28])[NH:27]/4)=[C:11]3[N:10]=2)[CH:7]=1.[CH2:31]=[O:32], predict the reaction product. The product is: [Cl:1][C:2]1[CH:3]=[CH:4][C:5]([F:30])=[C:6]([NH:8][C:9]2[CH:14]=[C:13]([NH:15][CH:16]3[CH2:18][CH2:17]3)[N:12]3[N:19]=[CH:20][C:21](/[CH:22]=[C:23]4/[C:24](=[O:29])[N:25]([CH2:31][OH:32])[C:26](=[O:28])[NH:27]/4)=[C:11]3[N:10]=2)[CH:7]=1. (6) Given the reactants Cl.[N:2]1[CH:7]=[CH:6][C:5]([N:8]2[CH2:12][CH2:11][C:10]3([CH2:17][CH2:16][NH:15][CH2:14][CH2:13]3)[CH2:9]2)=[CH:4][CH:3]=1.CCN(C(C)C)C(C)C.[CH2:27]([O:29][C:30](=[O:43])[CH2:31][CH:32]([N:34]1[CH2:39][CH2:38][CH:37]([C:40](O)=[O:41])[CH2:36][CH2:35]1)[CH3:33])[CH3:28].CN(C(ON1N=NC2C=CC=CC1=2)=[N+](C)C)C.F[P-](F)(F)(F)(F)F.N1CCCCC1, predict the reaction product. The product is: [N:2]1[CH:3]=[CH:4][C:5]([N:8]2[CH2:12][CH2:11][C:10]3([CH2:17][CH2:16][N:15]([C:40]([CH:37]4[CH2:38][CH2:39][N:34]([CH:32]([CH3:33])[CH2:31][C:30]([O:29][CH2:27][CH3:28])=[O:43])[CH2:35][CH2:36]4)=[O:41])[CH2:14][CH2:13]3)[CH2:9]2)=[CH:6][CH:7]=1. (7) The product is: [O:26]1[CH2:27][CH2:28][N:23]([C:20]2[CH:21]=[CH:22][C:17]([NH:16][C:12]3[N:11]=[C:10]([S:9][C:5]4[CH:4]=[C:3]([CH:8]=[CH:7][CH:6]=4)[CH2:2][N:35]4[CH:36]=[C:32]([CH2:31][C:29]#[N:30])[N:33]=[CH:34]4)[CH:15]=[CH:14][N:13]=3)=[CH:18][CH:19]=2)[CH2:24][CH2:25]1. Given the reactants Br[CH2:2][C:3]1[CH:4]=[C:5]([S:9][C:10]2[CH:15]=[CH:14][N:13]=[C:12]([NH:16][C:17]3[CH:22]=[CH:21][C:20]([N:23]4[CH2:28][CH2:27][O:26][CH2:25][CH2:24]4)=[CH:19][CH:18]=3)[N:11]=2)[CH:6]=[CH:7][CH:8]=1.[C:29]([CH2:31][C:32]1[N:33]=[CH:34][NH:35][CH:36]=1)#[N:30].C(=O)([O-])[O-].[Cs+].[Cs+], predict the reaction product. (8) The product is: [BrH:20].[NH2:1][C:2]1[C:3]([OH:17])=[C:4]([C:9]2[S:13][C:12]([C:14]([OH:16])=[O:15])=[CH:11][CH:10]=2)[CH:5]=[C:6]([CH3:8])[CH:7]=1. Given the reactants [NH2:1][C:2]1[C:3]([O:17]C)=[C:4]([C:9]2[S:13][C:12]([C:14]([OH:16])=[O:15])=[CH:11][CH:10]=2)[CH:5]=[C:6]([CH3:8])[CH:7]=1.B(Br)(Br)[Br:20], predict the reaction product.